Dataset: Catalyst prediction with 721,799 reactions and 888 catalyst types from USPTO. Task: Predict which catalyst facilitates the given reaction. (1) Reactant: [CH2:1]([C:3]1[CH:7]=[C:6]([C:8]([OH:10])=O)[N:5]([CH3:11])[N:4]=1)[CH3:2].CN(C)C=O.C(Cl)(=O)C(Cl)=O.[NH2:23][C:24]1[CH:25]=[C:26]([CH:44]=[CH:45][C:46]=1[Cl:47])[O:27][C:28]1[CH:29]=[CH:30][C:31]2[N:32]([CH:34]=[C:35]([NH:37][C:38]([CH:40]3[CH2:42][CH:41]3[CH3:43])=[O:39])[N:36]=2)[N:33]=1. Product: [Cl:47][C:46]1[CH:45]=[CH:44][C:26]([O:27][C:28]2[CH:29]=[CH:30][C:31]3[N:32]([CH:34]=[C:35]([NH:37][C:38]([CH:40]4[CH2:42][CH:41]4[CH3:43])=[O:39])[N:36]=3)[N:33]=2)=[CH:25][C:24]=1[NH:23][C:8]([C:6]1[N:5]([CH3:11])[N:4]=[C:3]([CH2:1][CH3:2])[CH:7]=1)=[O:10]. The catalyst class is: 722. (2) Reactant: [CH2:1]([O:4][C:5]([NH:7][C@@H:8]([CH:19]([CH3:21])[CH3:20])[C:9]([O:11]N1C(=O)CCC1=O)=O)=[O:6])[CH:2]=[CH2:3].[NH2:22][C@H:23]([C:25]([OH:27])=[O:26])[CH3:24].C([O-])(O)=O.[Na+]. Product: [CH2:1]([O:4][C:5]([NH:7][C@@H:8]([CH:19]([CH3:20])[CH3:21])[C:9]([NH:22][C@@H:23]([CH3:24])[C:25]([OH:27])=[O:26])=[O:11])=[O:6])[CH:2]=[CH2:3]. The catalyst class is: 20. (3) Reactant: [C:1]([N:4]([CH2:39][CH:40]1[CH2:42][CH2:41]1)[C:5]1[CH:38]=[CH:37][C:8]([O:9][C:10]2[CH:11]=[C:12]([CH:28]=[C:29]([O:31][C@@H:32]([CH3:36])[CH2:33][O:34][CH3:35])[CH:30]=2)[C:13]([NH:15][C:16]2[CH:20]=[CH:19][N:18](C(OC(C)(C)C)=O)[N:17]=2)=[O:14])=[CH:7][CH:6]=1)(=[O:3])[CH3:2].FC(F)(F)C(O)=O. Product: [C:1]([N:4]([CH2:39][CH:40]1[CH2:41][CH2:42]1)[C:5]1[CH:38]=[CH:37][C:8]([O:9][C:10]2[CH:11]=[C:12]([CH:28]=[C:29]([O:31][C@@H:32]([CH3:36])[CH2:33][O:34][CH3:35])[CH:30]=2)[C:13]([NH:15][C:16]2[CH:20]=[CH:19][NH:18][N:17]=2)=[O:14])=[CH:7][CH:6]=1)(=[O:3])[CH3:2]. The catalyst class is: 4. (4) Reactant: [Cl:1][C:2]1[CH:7]=[C:6]([O:8][CH2:9][CH:10]=[C:11]([Cl:13])[Cl:12])[CH:5]=[C:4]([Cl:14])[C:3]=1[OH:15].C(=O)([O-])[O-].[K+].[K+].[C:22]([O:26][N:27]=[C:28]([CH2:41][CH3:42])[CH2:29][O:30][CH2:31][CH2:32][CH2:33][CH2:34][CH2:35]OS(C)(=O)=O)([CH3:25])([CH3:24])[CH3:23].Cl. Product: [C:22]([O:26][N:27]=[C:28]([CH2:41][CH3:42])[CH2:29][O:30][CH2:31][CH2:32][CH2:33][CH2:34][CH2:35][O:15][C:3]1[C:2]([Cl:1])=[CH:7][C:6]([O:8][CH2:9][CH:10]=[C:11]([Cl:13])[Cl:12])=[CH:5][C:4]=1[Cl:14])([CH3:25])([CH3:24])[CH3:23]. The catalyst class is: 9. (5) Reactant: [C:1]([C:4]1[CH:42]=[CH:41][C:7]([CH2:8][N:9]2[CH2:14][CH2:13][N:12]([C:15](=[O:30])[C:16]3[CH:21]=[C:20]([C:22]([F:25])([F:24])[F:23])[CH:19]=[C:18]([C:26]([F:29])([F:28])[F:27])[CH:17]=3)[C@H:11]([CH2:31][C:32]3[C:40]4[C:35](=[CH:36][CH:37]=[CH:38][CH:39]=4)[NH:34][CH:33]=3)[CH2:10]2)=[CH:6][CH:5]=1)(=[O:3])[CH3:2].[ClH:43]. Product: [ClH:43].[C:1]([C:4]1[CH:5]=[CH:6][C:7]([CH2:8][N:9]2[CH2:14][CH2:13][N:12]([C:15](=[O:30])[C:16]3[CH:21]=[C:20]([C:22]([F:24])([F:25])[F:23])[CH:19]=[C:18]([C:26]([F:29])([F:28])[F:27])[CH:17]=3)[C@H:11]([CH2:31][C:32]3[C:40]4[C:35](=[CH:36][CH:37]=[CH:38][CH:39]=4)[NH:34][CH:33]=3)[CH2:10]2)=[CH:41][CH:42]=1)(=[O:3])[CH3:2]. The catalyst class is: 13. (6) Reactant: C(OC(=O)[NH:7][C@@H:8]([CH2:18][C:19]1[CH:24]=[CH:23][CH:22]=[CH:21][CH:20]=1)[CH2:9][O:10][CH2:11][C:12]1[CH:17]=[CH:16][CH:15]=[CH:14][CH:13]=1)(C)(C)C.[ClH:26]. Product: [ClH:26].[CH2:11]([O:10][CH2:9][C@@H:8]([NH2:7])[CH2:18][C:19]1[CH:24]=[CH:23][CH:22]=[CH:21][CH:20]=1)[C:12]1[CH:17]=[CH:16][CH:15]=[CH:14][CH:13]=1. The catalyst class is: 12.